From a dataset of CYP1A2 inhibition data for predicting drug metabolism from PubChem BioAssay. Regression/Classification. Given a drug SMILES string, predict its absorption, distribution, metabolism, or excretion properties. Task type varies by dataset: regression for continuous measurements (e.g., permeability, clearance, half-life) or binary classification for categorical outcomes (e.g., BBB penetration, CYP inhibition). Dataset: cyp1a2_veith. The drug is Cc1ccc(S(=O)(=O)N(CC(=O)N2CCN(c3ccc(F)cc3)CC2)C2CCCCC2)cc1. The result is 0 (non-inhibitor).